Task: Predict the reaction yield, written as a fraction of the theoretical maximum amount of product (1.0 means a 100% yield; for example, 0.34 means a 34% yield).. Dataset: Reaction yield outcomes from USPTO patents with 853,638 reactions (1) The reactants are Br[C:2]1[CH:7]=[CH:6][C:5]([C:8]2[C:9]([C:13]3[CH:18]=[CH:17][N:16]=[CH:15][CH:14]=3)=[N:10][NH:11][CH:12]=2)=[CH:4][CH:3]=1.N#N.[C:21]([Si:23]([CH3:26])([CH3:25])[CH3:24])#[CH:22]. The catalyst is [Cu]I.Cl[Pd](Cl)([P](C1C=CC=CC=1)(C1C=CC=CC=1)C1C=CC=CC=1)[P](C1C=CC=CC=1)(C1C=CC=CC=1)C1C=CC=CC=1. The product is [CH3:24][Si:23]([C:21]#[C:22][C:2]1[CH:7]=[CH:6][C:5]([C:8]2[C:9]([C:13]3[CH:18]=[CH:17][N:16]=[CH:15][CH:14]=3)=[N:10][NH:11][CH:12]=2)=[CH:4][CH:3]=1)([CH3:26])[CH3:25]. The yield is 0.800. (2) The reactants are [N+:1]([C:4]1[CH:15]=[CH:14][C:7]([CH2:8][C@@H:9]([C:11]([OH:13])=[O:12])[NH2:10])=[CH:6][CH:5]=1)([O-:3])=[O:2].[OH-].[Na+].[Cl:18][C:19]1[CH:27]=[CH:26][CH:25]=[C:24]([Cl:28])[C:20]=1[C:21](Cl)=[O:22].Cl. The catalyst is O.CC(C)=O. The product is [Cl:18][C:19]1[CH:27]=[CH:26][CH:25]=[C:24]([Cl:28])[C:20]=1[C:21]([NH:10][C@H:9]([C:11]([OH:13])=[O:12])[CH2:8][C:7]1[CH:6]=[CH:5][C:4]([N+:1]([O-:3])=[O:2])=[CH:15][CH:14]=1)=[O:22]. The yield is 0.950. (3) The reactants are [N+:1]([C:4]1[CH:17]=[CH:16][C:7]2[CH2:8][CH2:9][N:10]([CH2:13][C:14]#[CH:15])[CH2:11][CH2:12][C:6]=2[CH:5]=1)([O-])=O.[Sn](Cl)Cl. The catalyst is C(OCC)(=O)C.C(O)C. The product is [CH2:13]([N:10]1[CH2:11][CH2:12][C:6]2[CH:5]=[C:4]([NH2:1])[CH:17]=[CH:16][C:7]=2[CH2:8][CH2:9]1)[C:14]#[CH:15]. The yield is 0.950. (4) The reactants are Br[C:2]1[CH:33]=[C:32]([F:34])[C:5]([CH2:6][S:7][C:8]2[N:9]([C:25]3[CH:30]=[CH:29][C:28]([F:31])=[CH:27][CH:26]=3)[C:10]([C:13]([C:16]3[CH:21]=[CH:20][C:19]([Cl:22])=[C:18]([O:23][CH3:24])[CH:17]=3)([CH3:15])[CH3:14])=[CH:11][N:12]=2)=[C:4]([F:35])[CH:3]=1.[CH3:36][N:37]([CH3:41])[CH2:38][C:39]#[CH:40].N1CCCC1. The catalyst is C1C=CC(P(C2C=CC=CC=2)[C-]2C=CC=C2)=CC=1.C1C=CC(P(C2C=CC=CC=2)[C-]2C=CC=C2)=CC=1.Cl[Pd]Cl.[Fe+2].[Cu]I. The product is [Cl:22][C:19]1[CH:20]=[CH:21][C:16]([C:13]([C:10]2[N:9]([C:25]3[CH:30]=[CH:29][C:28]([F:31])=[CH:27][CH:26]=3)[C:8]([S:7][CH2:6][C:5]3[C:32]([F:34])=[CH:33][C:2]([C:40]#[C:39][CH2:38][N:37]([CH3:41])[CH3:36])=[CH:3][C:4]=3[F:35])=[N:12][CH:11]=2)([CH3:15])[CH3:14])=[CH:17][C:18]=1[O:23][CH3:24]. The yield is 0.950. (5) The reactants are Br[C:2]1[CH:3]=[C:4]([C:12]2[N:16]=[C:15]([C:17]3[CH:22]=[CH:21][C:20]([CH:23]([O:26][CH3:27])[O:24][CH3:25])=[CH:19][CH:18]=3)[O:14][N:13]=2)[CH:5]=[CH:6][C:7]=1[O:8][CH:9]([CH3:11])[CH3:10].[Cu][C:29]#[N:30]. The catalyst is N1C=CC=CC=1. The product is [CH3:25][O:24][CH:23]([O:26][CH3:27])[C:20]1[CH:21]=[CH:22][C:17]([C:15]2[O:14][N:13]=[C:12]([C:4]3[CH:5]=[CH:6][C:7]([O:8][CH:9]([CH3:11])[CH3:10])=[C:2]([CH:3]=3)[C:29]#[N:30])[N:16]=2)=[CH:18][CH:19]=1. The yield is 0.393.